This data is from Catalyst prediction with 721,799 reactions and 888 catalyst types from USPTO. The task is: Predict which catalyst facilitates the given reaction. (1) Reactant: [OH-].[K+].[CH3:3][C:4]1([CH3:17])[CH2:13][CH2:12][C:11]([CH3:15])([CH3:14])[C:10]2[CH:9]=[C:8]([OH:16])[CH:7]=[CH:6][C:5]1=2.Br[CH2:19][CH2:20][O:21][C:22]1[CH:29]=[CH:28][C:25]([CH:26]=[O:27])=[CH:24][CH:23]=1. Product: [CH3:3][C:4]1([CH3:17])[CH2:13][CH2:12][C:11]([CH3:15])([CH3:14])[C:10]2[CH:9]=[C:8]([O:16][CH2:19][CH2:20][O:21][C:22]3[CH:29]=[CH:28][C:25]([CH:26]=[O:27])=[CH:24][CH:23]=3)[CH:7]=[CH:6][C:5]1=2. The catalyst class is: 8. (2) Reactant: [F:1][C:2]1[CH:21]=[CH:20][CH:19]=[CH:18][C:3]=1[CH2:4][N:5]1[C:9]2=[N:10][CH:11]=[CH:12][CH:13]=[C:8]2[C:7]([C:14](=[NH:17])[NH:15][NH2:16])=[N:6]1.[CH3:22][C:23]([CH3:34])([C:28](=O)[C:29](OC)=[O:30])[C:24]([O:26][CH3:27])=[O:25]. Product: [F:1][C:2]1[CH:21]=[CH:20][CH:19]=[CH:18][C:3]=1[CH2:4][N:5]1[C:9]2=[N:10][CH:11]=[CH:12][CH:13]=[C:8]2[C:7]([C:14]2[N:15]=[N:16][C:28]([C:23]([CH3:34])([CH3:22])[C:24]([O:26][CH3:27])=[O:25])=[C:29]([OH:30])[N:17]=2)=[N:6]1. The catalyst class is: 8. (3) Reactant: [CH:1]1([C:4]([NH:6][C:7]2[S:8][C:9]3[CH:15]=[C:14]([O:16][S:17]([C:20]4[CH:25]=[CH:24][C:23](F)=[CH:22][CH:21]=4)(=[O:19])=[O:18])[CH:13]=[CH:12][C:10]=3[N:11]=2)=[O:5])[CH2:3][CH2:2]1.[CH:27]1([NH2:32])[CH2:31][CH2:30][CH2:29][CH2:28]1. Product: [CH:1]1([C:4]([NH:6][C:7]2[S:8][C:9]3[CH:15]=[C:14]([O:16][S:17]([C:20]4[CH:25]=[CH:24][C:23]([NH:32][CH:27]5[CH2:31][CH2:30][CH2:29][CH2:28]5)=[CH:22][CH:21]=4)(=[O:19])=[O:18])[CH:13]=[CH:12][C:10]=3[N:11]=2)=[O:5])[CH2:3][CH2:2]1. The catalyst class is: 37.